Dataset: Reaction yield outcomes from USPTO patents with 853,638 reactions. Task: Predict the reaction yield, written as a fraction of the theoretical maximum amount of product (1.0 means a 100% yield; for example, 0.34 means a 34% yield). (1) The reactants are [Cl:1][C:2]1[CH:3]=[C:4]([C:8]2[N:9]([CH2:20][C:21]([NH:23][CH:24]([CH3:26])[CH3:25])=[O:22])[C:10](=[O:19])[C:11]3[C:16]([CH:17]=2)=[CH:15][CH:14]=[C:13]([OH:18])[CH:12]=3)[CH:5]=[CH:6][CH:7]=1.C([O-])([O-])=O.[K+].[K+].Br[CH2:34][C@@H:35]([CH3:38])[CH2:36][OH:37].O. The catalyst is C(#N)C. The product is [Cl:1][C:2]1[CH:3]=[C:4]([C:8]2[N:9]([CH2:20][C:21]([NH:23][CH:24]([CH3:26])[CH3:25])=[O:22])[C:10](=[O:19])[C:11]3[C:16]([CH:17]=2)=[CH:15][CH:14]=[C:13]([O:18][CH2:34][C@@H:35]([CH3:38])[CH2:36][OH:37])[CH:12]=3)[CH:5]=[CH:6][CH:7]=1. The yield is 0.920. (2) The reactants are [NH:1]1[CH2:6][CH2:5][O:4][CH2:3][CH2:2]1.[Br:7][C:8]1[CH:13]=[CH:12][CH:11]=[C:10](Br)[N:9]=1.C(=O)([O-])[O-].[Cs+].[Cs+].O. The catalyst is CN(C=O)C. The product is [Br:7][C:8]1[CH:13]=[CH:12][CH:11]=[C:10]([N:1]2[CH2:6][CH2:5][O:4][CH2:3][CH2:2]2)[N:9]=1. The yield is 0.840.